From a dataset of Catalyst prediction with 721,799 reactions and 888 catalyst types from USPTO. Predict which catalyst facilitates the given reaction. (1) The catalyst class is: 133. Product: [Cl:1]/[C:2](/[C:12]([F:15])([F:14])[F:13])=[CH:3]\[CH:4]1[CH:6]([C:7]([O:30][CH2:29][C:25]2[CH:26]=[CH:27][CH:28]=[C:23]([O:16][C:17]3[CH:22]=[CH:21][CH:20]=[CH:19][CH:18]=3)[CH:24]=2)=[O:8])[C:5]1([CH3:11])[CH3:10]. Reactant: [Cl:1]/[C:2](/[C:12]([F:15])([F:14])[F:13])=[CH:3]\[CH:4]1[CH:6]([C:7](Cl)=[O:8])[C:5]1([CH3:11])[CH3:10].[O:16]([C:23]1[CH:24]=[C:25]([CH2:29][OH:30])[CH:26]=[CH:27][CH:28]=1)[C:17]1[CH:22]=[CH:21][CH:20]=[CH:19][CH:18]=1.N1C=CC=CC=1. (2) Reactant: I[C:2]1[N:6]2[N:7]=[C:8]([C:11]3[CH:16]=[CH:15][C:14]([C:17]([N:19]4[CH2:24][CH2:23][O:22][CH2:21][CH2:20]4)=[O:18])=[CH:13][CH:12]=3)[CH:9]=[CH:10][C:5]2=[N:4][CH:3]=1.C(N(CC)C(C)C)(C)C.[C:34]([C:36]1[S:40][C:39]([NH:41][C:42](=[O:48])[O:43][C:44]([CH3:47])([CH3:46])[CH3:45])=[N:38][CH:37]=1)#[CH:35]. Product: [N:19]1([C:17]([C:14]2[CH:15]=[CH:16][C:11]([C:8]3[CH:9]=[CH:10][C:5]4[N:6]([C:2]([C:35]#[C:34][C:36]5[S:40][C:39]([NH:41][C:42](=[O:48])[O:43][C:44]([CH3:46])([CH3:45])[CH3:47])=[N:38][CH:37]=5)=[CH:3][N:4]=4)[N:7]=3)=[CH:12][CH:13]=2)=[O:18])[CH2:24][CH2:23][O:22][CH2:21][CH2:20]1. The catalyst class is: 441. (3) Reactant: [C:1]([O:4][CH2:5][CH2:6][CH2:7][O:8][C:9]1[CH:10]=[C:11]2[C:16](=[CH:17][C:18]=1[O:19][CH3:20])[C:15]([C:21](=[O:31])[C:22]1[CH:27]=[CH:26][CH:25]=[C:24]([O:28][CH2:29][CH3:30])[CH:23]=1)=[N:14][CH:13]=[C:12]2[CH:32]=[O:33])(=[O:3])[CH3:2].O.P([O-])(O)(O)=[O:36].[Na+].CC(=CC)C.Cl([O-])=O.[Na+]. Product: [C:1]([O:4][CH2:5][CH2:6][CH2:7][O:8][C:9]1[CH:10]=[C:11]2[C:16](=[CH:17][C:18]=1[O:19][CH3:20])[C:15]([C:21](=[O:31])[C:22]1[CH:27]=[CH:26][CH:25]=[C:24]([O:28][CH2:29][CH3:30])[CH:23]=1)=[N:14][CH:13]=[C:12]2[C:32]([OH:36])=[O:33])(=[O:3])[CH3:2]. The catalyst class is: 371. (4) Reactant: Cl[C:2]1[C:3]2[S:10][CH:9]=[CH:8][C:4]=2[N:5]=[CH:6][N:7]=1.[OH:11][CH:12]1[CH2:17][CH2:16][NH:15][CH2:14][CH2:13]1.[N+](C1C=CC([O:27][C:28](=O)[NH:29][C:30]2[CH:35]=[CH:34][C:33]([CH:36]([CH3:38])[CH3:37])=[CH:32][CH:31]=2)=CC=1)([O-])=O.[H-].[Na+]. Product: [N:5]1[C:4]2[CH:8]=[CH:9][S:10][C:3]=2[C:2]([N:15]2[CH2:16][CH2:17][CH:12]([O:11][C:28](=[O:27])[NH:29][C:30]3[CH:35]=[CH:34][C:33]([CH:36]([CH3:37])[CH3:38])=[CH:32][CH:31]=3)[CH2:13][CH2:14]2)=[N:7][CH:6]=1. The catalyst class is: 25.